Dataset: Catalyst prediction with 721,799 reactions and 888 catalyst types from USPTO. Task: Predict which catalyst facilitates the given reaction. (1) Reactant: Cl[C:2]1[C:11]2=[N:12][N:13](CC3C=CC(OC)=CC=3)[CH:14]=[C:10]2[C:9]2[CH:8]=[C:7]([O:24][CH3:25])[CH:6]=[C:5]([O:26][CH3:27])[C:4]=2[N:3]=1.[CH3:28][O:29][C:30]1[CH:31]=[C:32]([CH:34]=[CH:35][C:36]=1[O:37][CH3:38])[NH2:33].Cl. Product: [CH3:28][O:29][C:30]1[CH:31]=[C:32]([NH:33][C:2]2[C:11]3=[N:12][NH:13][CH:14]=[C:10]3[C:9]3[CH:8]=[C:7]([O:24][CH3:25])[CH:6]=[C:5]([O:26][CH3:27])[C:4]=3[N:3]=2)[CH:34]=[CH:35][C:36]=1[O:37][CH3:38]. The catalyst class is: 71. (2) Reactant: Br[C:2]1[CH:3]=[CH:4][C:5]([Cl:8])=[N:6][CH:7]=1.C([Li])CCC.C(CN[C:18](=[O:46])[C@H:19]([CH2:42][CH:43]([CH3:45])[CH3:44])[NH:20][C@@H:21](C1C=CC(C2C=CC(S(C)(=O)=O)=CC=2)=CC=1)[C:22]([F:25])([F:24])[F:23])#N.[NH4+].[Cl-]. Product: [Cl:8][C:5]1[N:6]=[CH:7][C:2]([C@H:21]([NH:20][C@@H:19]([CH2:42][CH:43]([CH3:45])[CH3:44])[CH2:18][OH:46])[C:22]([F:24])([F:23])[F:25])=[CH:3][CH:4]=1. The catalyst class is: 28. (3) Reactant: [C:1]([O:5][C:6]([N:8]1[CH2:13][CH2:12][C:11](=O)[CH:10]([CH3:15])[CH2:9]1)=[O:7])([CH3:4])([CH3:3])[CH3:2].C[NH:17][CH2:18][C:19]1[CH:24]=[CH:23][CH:22]=[CH:21][CH:20]=1.[C:25](O[BH-](OC(=O)C)OC(=O)C)(=O)C.[Na+]. Product: [C:1]([O:5][C:6]([N:8]1[CH2:13][CH2:12][C@H:11]([NH:17][C@@H:18]([C:19]2[CH:24]=[CH:23][CH:22]=[CH:21][CH:20]=2)[CH3:25])[C@@H:10]([CH3:15])[CH2:9]1)=[O:7])([CH3:4])([CH3:3])[CH3:2]. The catalyst class is: 4. (4) Reactant: [Cl:1][C:2]1[S:6][C:5]([S:7]([NH2:10])(=[O:9])=[O:8])=[CH:4][CH:3]=1.[OH-].[Na+].[N+:13]([C:16]1[CH:24]=[CH:23][C:19]([C:20](Cl)=[O:21])=[CH:18][CH:17]=1)([O-:15])=[O:14].Cl. Product: [Cl:1][C:2]1[S:6][C:5]([S:7]([NH:10][C:20]([C:19]2[CH:18]=[CH:17][C:16]([N+:13]([O-:15])=[O:14])=[CH:24][CH:23]=2)=[O:21])(=[O:9])=[O:8])=[CH:4][CH:3]=1. The catalyst class is: 21. (5) Reactant: Br[C:2]1[CH:7]=[C:6]([O:8][CH3:9])[C:5]([N+:10]([O-:12])=[O:11])=[CH:4][C:3]=1[Cl:13].[CH2:14](N(CC)CC)[CH3:15].O. Product: [Cl:13][C:3]1[CH:4]=[C:5]([N+:10]([O-:12])=[O:11])[C:6]([O:8][CH3:9])=[CH:7][C:2]=1[CH:14]=[CH2:15]. The catalyst class is: 259. (6) Reactant: [C:1]1([OH:11])[C:10]2[C:5](=[CH:6][CH:7]=[CH:8][CH:9]=2)[CH:4]=[CH:3][CH:2]=1.C1C(=O)N([Br:19])C(=O)C1. Product: [Br:19][C:4]1[C:5]2[C:10](=[CH:9][CH:8]=[CH:7][CH:6]=2)[C:1]([OH:11])=[CH:2][CH:3]=1. The catalyst class is: 10. (7) Reactant: [C:1]([O:5][C:6](=[O:17])[CH2:7][CH2:8][C:9]1[CH:14]=[C:13]([Cl:15])[CH:12]=[C:11]([Cl:16])[CH:10]=1)([CH3:4])([CH3:3])[CH3:2].C([Li])(CC)C.CN([CH:26]=[O:27])C. Product: [C:1]([O:5][C:6](=[O:17])[CH2:7][CH2:8][C:9]1[CH:14]=[C:13]([Cl:15])[C:12]([CH:26]=[O:27])=[C:11]([Cl:16])[CH:10]=1)([CH3:4])([CH3:2])[CH3:3]. The catalyst class is: 1.